The task is: Predict the product of the given reaction.. This data is from Forward reaction prediction with 1.9M reactions from USPTO patents (1976-2016). (1) The product is: [Br:1][C:2]1[CH:16]=[CH:15][C:14]([N+:17]([O-:19])=[O:18])=[CH:13][C:3]=1[O:4][C:5]([CH3:12])([CH3:11])[C:6]([OH:8])=[O:7]. Given the reactants [Br:1][C:2]1[CH:16]=[CH:15][C:14]([N+:17]([O-:19])=[O:18])=[CH:13][C:3]=1[O:4][C:5]([CH3:12])([CH3:11])[C:6]([O:8]CC)=[O:7].C(O)C.[OH-].[Na+].Cl, predict the reaction product. (2) Given the reactants [CH2:1]([O:8][CH2:9][CH2:10][CH2:11][CH2:12][C:13]([O:15]C)=O)[C:2]1[CH:7]=[CH:6][CH:5]=[CH:4][CH:3]=1.[NH2:17][NH2:18], predict the reaction product. The product is: [CH2:1]([O:8][CH2:9][CH2:10][CH2:11][CH2:12][C:13]([NH:17][NH2:18])=[O:15])[C:2]1[CH:7]=[CH:6][CH:5]=[CH:4][CH:3]=1.